Dataset: Reaction yield outcomes from USPTO patents with 853,638 reactions. Task: Predict the reaction yield, written as a fraction of the theoretical maximum amount of product (1.0 means a 100% yield; for example, 0.34 means a 34% yield). (1) The reactants are [N:1]1([C:10]([O:12][CH2:13][C:14]2[CH:19]=[CH:18][CH:17]=[CH:16][CH:15]=2)=[O:11])[CH2:5][CH2:4][C@@H:3]([C:6]([O:8]C)=[O:7])[NH:2]1.C(O)(=O)CC(CC(O)=O)(C(O)=O)O. The catalyst is C1COCC1.O. The product is [C:14]1([CH2:13][O:12][C:10]([N:1]2[CH2:5][CH2:4][C@@H:3]([C:6]([OH:8])=[O:7])[NH:2]2)=[O:11])[CH:19]=[CH:18][CH:17]=[CH:16][CH:15]=1. The yield is 0.830. (2) The reactants are [C:1]1([C:7]([NH2:15])([C:9]2[CH:14]=[CH:13][CH:12]=[CH:11][CH:10]=2)C)[CH:6]=[CH:5][CH:4]=[CH:3][CH:2]=1.[C:16](=S)=[S:17].C1(C(C2C=CC=CC=2)CCN=C=S)C=CC=CC=1. The catalyst is CCCCCC.CC(OCC)=O. The product is [C:1]1([CH:7]([N:15]=[C:16]=[S:17])[C:9]2[CH:14]=[CH:13][CH:12]=[CH:11][CH:10]=2)[CH:6]=[CH:5][CH:4]=[CH:3][CH:2]=1. The yield is 0.700.